Dataset: Full USPTO retrosynthesis dataset with 1.9M reactions from patents (1976-2016). Task: Predict the reactants needed to synthesize the given product. (1) Given the product [OH:14][NH:13][C:11](=[O:12])[C@:10]([CH3:25])([S:21]([CH3:24])(=[O:22])=[O:23])[CH2:9][CH2:8][N:5]1[CH:6]=[CH:7][C:2]([C:35]2[CH:36]=[CH:37][C:38]([O:39][CH2:40][C@H:41]3[CH2:46][CH2:45][C@H:44]([OH:47])[CH2:43][CH2:42]3)=[CH:54][CH:55]=2)=[CH:3][C:4]1=[O:26], predict the reactants needed to synthesize it. The reactants are: I[C:2]1[CH:7]=[CH:6][N:5]([CH2:8][CH2:9][C@@:10]([CH3:25])([S:21]([CH3:24])(=[O:23])=[O:22])[C:11]([NH:13][O:14][C@@H]2CCCCO2)=[O:12])[C:4](=[O:26])[CH:3]=1.CC1(C)C(C)(C)OB([C:35]2[CH:55]=[CH:54][C:38]([O:39][CH2:40][C@H:41]3[CH2:46][CH2:45][C@H:44]([O:47]C4CCCCO4)[CH2:43][CH2:42]3)=[CH:37][CH:36]=2)O1.C(N)(=O)CCC. (2) Given the product [C:1]([O:5][C:6]([N:8]1[C@H:12]([CH2:13][C:14]2[CH:15]=[CH:16][C:17]([C:20]3[CH:21]=[CH:22][CH:23]=[CH:24][CH:25]=3)=[CH:18][CH:19]=2)[CH2:11][CH:10]([CH2:26][O:27][S:39]([C:36]2[CH:37]=[CH:38][C:33]([CH3:53])=[CH:34][CH:35]=2)(=[O:41])=[O:40])[C:9]1=[O:28])=[O:7])([CH3:3])([CH3:2])[CH3:4], predict the reactants needed to synthesize it. The reactants are: [C:1]([O:5][C:6]([N:8]1[CH:12]([CH2:13][C:14]2[CH:19]=[CH:18][C:17]([C:20]3[CH:25]=[CH:24][CH:23]=[CH:22][CH:21]=3)=[CH:16][CH:15]=2)[CH2:11][CH:10]([CH2:26][OH:27])[C:9]1=[O:28])=[O:7])([CH3:4])([CH3:3])[CH3:2].C(Cl)(Cl)Cl.[C:33]1([CH3:53])[CH:38]=[CH:37][C:36]([S:39](O[S:39]([C:36]2[CH:37]=[CH:38][C:33]([CH3:53])=[CH:34][CH:35]=2)(=[O:41])=[O:40])(=[O:41])=[O:40])=[CH:35][CH:34]=1.